This data is from Reaction yield outcomes from USPTO patents with 853,638 reactions. The task is: Predict the reaction yield, written as a fraction of the theoretical maximum amount of product (1.0 means a 100% yield; for example, 0.34 means a 34% yield). (1) The reactants are [CH2:1]([O:3][C:4](=[O:18])[C:5]1[CH:10]=[C:9]([N+:11]([O-:13])=[O:12])[CH:8]=[C:7]([N+:14]([O-:16])=[O:15])[C:6]=1[CH3:17])[CH3:2].CO[CH:21]([N:24]([CH3:26])[CH3:25])OC. The catalyst is CN(C=O)C. The product is [CH2:1]([O:3][C:4](=[O:18])[C:5]1[CH:10]=[C:9]([N+:11]([O-:13])=[O:12])[CH:8]=[C:7]([N+:14]([O-:16])=[O:15])[C:6]=1[CH:17]=[CH:21][N:24]([CH3:26])[CH3:25])[CH3:2]. The yield is 0.480. (2) The reactants are C(Cl)CCl.[CH3:5][NH:6][CH2:7][C:8]1[NH:9][C:10]2[C:15]([C:16]=1[CH3:17])=[CH:14][CH:13]=[CH:12][CH:11]=2.Cl.[O:19]=[C:20]1[CH2:25][O:24][C:23]2[CH:26]=[C:27](/[CH:30]=[CH:31]/[C:32](O)=[O:33])[CH:28]=[N:29][C:22]=2[NH:21]1.C1C=CC2N(O)N=NC=2C=1.CCN(C(C)C)C(C)C. The catalyst is CN(C=O)C.O. The product is [CH3:5][N:6]([CH2:7][C:8]1[NH:9][C:10]2[C:15]([C:16]=1[CH3:17])=[CH:14][CH:13]=[CH:12][CH:11]=2)[C:32](=[O:33])/[CH:31]=[CH:30]/[C:27]1[CH:28]=[N:29][C:22]2[NH:21][C:20](=[O:19])[CH2:25][O:24][C:23]=2[CH:26]=1. The yield is 0.0400. (3) The reactants are [CH2:1]([O:5][CH:6]1[CH2:11][CH2:10][N:9]([S:12]([CH2:15][CH:16](O)[CH2:17][CH2:18][CH2:19][C:20]2[N:25]=[CH:24][CH:23]=[CH:22][N:21]=2)(=[O:14])=[O:13])[CH2:8][CH2:7]1)[C:2]#[C:3][CH3:4].C(N(CC)CC)C.CS(Cl)(=O)=O. The catalyst is C(Cl)Cl.[Cl-].[Na+].O. The product is [CH2:1]([O:5][CH:6]1[CH2:11][CH2:10][N:9]([S:12](/[CH:15]=[CH:16]/[CH2:17][CH2:18][CH2:19][C:20]2[N:21]=[CH:22][CH:23]=[CH:24][N:25]=2)(=[O:13])=[O:14])[CH2:8][CH2:7]1)[C:2]#[C:3][CH3:4]. The yield is 0.580.